Dataset: Catalyst prediction with 721,799 reactions and 888 catalyst types from USPTO. Task: Predict which catalyst facilitates the given reaction. Reactant: [Cl:1][C:2]1[CH:9]=[C:8]([C:10]([F:13])([F:12])[F:11])[CH:7]=[CH:6][C:3]=1[C:4]#N.[H-].C([Al+]CC(C)C)C(C)C.C(O)(=[O:26])C.ClCCl. Product: [Cl:1][C:2]1[CH:9]=[C:8]([C:10]([F:13])([F:12])[F:11])[CH:7]=[CH:6][C:3]=1[CH:4]=[O:26]. The catalyst class is: 11.